This data is from Full USPTO retrosynthesis dataset with 1.9M reactions from patents (1976-2016). The task is: Predict the reactants needed to synthesize the given product. (1) Given the product [CH3:13][O:12][C:9]1[CH:10]=[C:11]2[C:6](=[CH:7][C:8]=1[O:14][CH2:15][CH2:16][CH2:17][N:18]1[CH2:23][CH2:22][O:21][CH2:20][CH2:19]1)[N:5]=[CH:4][N:3]=[C:2]2[O:30][C:31]1[CH:40]=[C:39]2[C:34]([C:35]([CH3:41])=[CH:36][CH:37]=[N:38]2)=[CH:33][CH:32]=1, predict the reactants needed to synthesize it. The reactants are: Cl[C:2]1[C:11]2[C:6](=[CH:7][C:8]([O:14][CH2:15][CH2:16][CH2:17][N:18]3[CH2:23][CH2:22][O:21][CH2:20][CH2:19]3)=[C:9]([O:12][CH3:13])[CH:10]=2)[N:5]=[CH:4][N:3]=1.C(=O)([O-])[O-].[K+].[K+].[OH:30][C:31]1[CH:40]=[C:39]2[C:34]([C:35]([CH3:41])=[CH:36][CH:37]=[N:38]2)=[CH:33][CH:32]=1.[OH-].[Na+]. (2) The reactants are: Cl.Cl.[CH:3]1([C:6]2[C:7]([N:15]3[CH2:20][CH2:19][NH:18][CH2:17][CH2:16]3)=[C:8]3[CH:14]=[N:13][NH:12][C:9]3=[N:10][CH:11]=2)[CH2:5][CH2:4]1.[C:21](O[C:21]([O:23][C:24]([CH3:27])([CH3:26])[CH3:25])=[O:22])([O:23][C:24]([CH3:27])([CH3:26])[CH3:25])=[O:22].C(N(C(C)C)C(C)C)C.[OH-].[Li+]. Given the product [CH:3]1([C:6]2[C:7]([N:15]3[CH2:20][CH2:19][N:18]([C:21]([O:23][C:24]([CH3:27])([CH3:26])[CH3:25])=[O:22])[CH2:17][CH2:16]3)=[C:8]3[CH:14]=[N:13][NH:12][C:9]3=[N:10][CH:11]=2)[CH2:5][CH2:4]1, predict the reactants needed to synthesize it. (3) The reactants are: [C:1]([NH:11][C@@H:12]([CH2:28][C:29]1[CH:34]=[CH:33][CH:32]=[CH:31][CH:30]=1)[C@H:13]([OH:27])[CH:14](CC1C2C(=CC=CC=2)C=CC=1)[NH2:15])([O:3][CH2:4][C:5]1[CH:10]=[CH:9][CH:8]=[CH:7][CH:6]=1)=[O:2].C(N([CH2:40][CH3:41])CC)C.C(O[C:46](=[O:48])[CH3:47])(=O)C. Given the product [C:1]([NH:11][C@@H:12]([CH2:28][C:29]1[CH:30]=[CH:31][CH:32]=[CH:33][CH:34]=1)[C@H:13]([OH:27])[CH2:14][N:15]([CH2:9][C:10]1[C:40]2[C:41](=[CH:28][CH:12]=[CH:13][CH:14]=2)[CH:7]=[CH:6][CH:5]=1)[C:46](=[O:48])[CH3:47])([O:3][CH2:4][C:5]1[CH:10]=[CH:9][CH:8]=[CH:7][CH:6]=1)=[O:2], predict the reactants needed to synthesize it. (4) Given the product [O:37]=[C:18]1[O:17][C:16]2[CH:21]=[C:22]3[C:10]4([C:9]5[C:4](=[CH:5][CH:6]=[CH:7][CH:8]=5)[N:3]([CH2:23][C:24]5[C:29]([C:30]([OH:32])=[O:31])=[CH:28][CH:27]=[CH:26][N:25]=5)[CH2:2]4)[CH2:11][O:12][C:13]3=[CH:14][C:15]=2[O:20][CH2:19]1, predict the reactants needed to synthesize it. The reactants are: O=[C:2]1[C:10]2([C:22]3[C:13](=[CH:14][C:15]4[O:20][CH2:19][CH2:18][O:17][C:16]=4[CH:21]=3)[O:12][CH2:11]2)[C:9]2[C:4](=[CH:5][CH:6]=[CH:7][CH:8]=2)[N:3]1[CH2:23][C:24]1[C:29]([C:30]([O:32]CC)=[O:31])=[CH:28][CH:27]=[CH:26][N:25]=1.[OH-].[Li+].[O:37]1CCCC1.O. (5) Given the product [NH2:5][C:6]([NH:8][C:9]1[CH:13]=[CH:12][S:11][C:10]=1[C:14]([O:16][CH3:17])=[O:15])=[O:7], predict the reactants needed to synthesize it. The reactants are: ClC(Cl)(Cl)C([NH:5][C:6]([NH:8][C:9]1[CH:13]=[CH:12][S:11][C:10]=1[C:14]([O:16][CH3:17])=[O:15])=[O:7])=O.N. (6) Given the product [Cl:1][C:2]1[CH:10]=[C:9]2[C:5]([C:6]([C:13]#[N:15])=[N:7][NH:8]2)=[CH:4][CH:3]=1, predict the reactants needed to synthesize it. The reactants are: [Cl:1][C:2]1[CH:10]=[C:9]2[C:5]([C:6](I)=[N:7][NH:8]2)=[CH:4][CH:3]=1.C[C:13]([N:15](C)C)=O. (7) Given the product [C:1]([O:5][C:6](=[O:7])[NH:8][C@@H:9]([C@H:21]([CH3:29])[CH2:22][CH:23]([CH3:28])[CH2:24][CH2:25][CH:26]=[CH2:27])[C:10]([N:12]1[CH2:16][C@H:15]([OH:17])[CH2:14][C@H:13]1[C:18](=[O:19])[NH:31][C@:32]1([C:37](=[O:38])[NH:39][S:40]([C:43]2([CH2:46][F:47])[CH2:45][CH2:44]2)(=[O:42])=[O:41])[CH2:34][C@H:33]1[CH:35]=[CH2:36])=[O:11])([CH3:4])([CH3:3])[CH3:2], predict the reactants needed to synthesize it. The reactants are: [C:1]([O:5][C:6]([NH:8][C@@H:9]([C@H:21]([CH3:29])[CH2:22][CH:23]([CH3:28])[CH2:24][CH2:25][CH:26]=[CH2:27])[C:10]([N:12]1[CH2:16][C@H:15]([OH:17])[CH2:14][C@H:13]1[C:18](O)=[O:19])=[O:11])=[O:7])([CH3:4])([CH3:3])[CH3:2].Cl.[NH2:31][C@:32]1([C:37]([NH:39][S:40]([C:43]2([CH2:46][F:47])[CH2:45][CH2:44]2)(=[O:42])=[O:41])=[O:38])[CH2:34][C@H:33]1[CH:35]=[CH2:36].C(N(CC)CC)C.F[P-](F)(F)(F)(F)F.CN(C(N(C)C)=[N+]1C2C(=NC=CC=2)[N+]([O-])=N1)C.